This data is from Reaction yield outcomes from USPTO patents with 853,638 reactions. The task is: Predict the reaction yield, written as a fraction of the theoretical maximum amount of product (1.0 means a 100% yield; for example, 0.34 means a 34% yield). (1) The reactants are Cl.[CH3:2][C:3]1[N:7]([C:8]2[CH:26]=[CH:25][C:11]([O:12][C@H:13]3[CH2:17][CH2:16][N:15]([CH:18]4[CH2:23][CH2:22][NH:21][CH2:20][CH2:19]4)[C:14]3=[O:24])=[CH:10][CH:9]=2)[N:6]=[N:5][N:4]=1.CCN(C(C)C)C(C)C.Cl[C:37]1[N:42]=[CH:41][C:40]([CH2:43][CH3:44])=[CH:39][N:38]=1.O. The product is [CH2:43]([C:40]1[CH:39]=[N:38][C:37]([N:21]2[CH2:20][CH2:19][CH:18]([N:15]3[CH2:16][CH2:17][C@H:13]([O:12][C:11]4[CH:10]=[CH:9][C:8]([N:7]5[C:3]([CH3:2])=[N:4][N:5]=[N:6]5)=[CH:26][CH:25]=4)[C:14]3=[O:24])[CH2:23][CH2:22]2)=[N:42][CH:41]=1)[CH3:44]. The yield is 0.170. The catalyst is CN(C=O)C.CCOC(C)=O. (2) The reactants are [B-](F)(F)(F)F.N#[O+].[NH2:8][C:9]1[N:14]=[C:13]([C:15]2[CH:20]=[CH:19][C:18](N)=[CH:17][CH:16]=2)[N:12]=[C:11]([C:22]([O:24][CH3:25])=[O:23])[C:10]=1[CH:26]=[CH2:27].[I-:28].[Na+].[O-]S([O-])=O.[Na+].[Na+]. The catalyst is ClCCl.O1CCOCC1.O. The product is [NH2:8][C:9]1[N:14]=[C:13]([C:15]2[CH:20]=[CH:19][C:18]([I:28])=[CH:17][CH:16]=2)[N:12]=[C:11]([C:22]([O:24][CH3:25])=[O:23])[C:10]=1[CH:26]=[CH2:27]. The yield is 0.270. (3) The reactants are [CH3:1][NH:2][CH3:3].[CH2:4]1[O:7][C@@H:5]1[CH3:6].[Cl:8][C:9]1[CH:10]=[C:11]([NH:22][C:23]2[C:32]3[C:27](=[CH:28][CH:29]=[CH:30][C:31]=3F)[N:26]=[CH:25][N:24]=2)[CH:12]=[CH:13][C:14]=1[S:15][C:16]1[N:17]([CH3:21])[CH:18]=[CH:19][N:20]=1. No catalyst specified. The product is [ClH:8].[ClH:8].[Cl:8][C:9]1[CH:10]=[C:11]([NH:22][C:23]2[C:32]3[C:27](=[CH:28][CH:29]=[CH:30][C:31]=3[O:7][C@H:5]([CH3:6])[CH2:4][N:2]([CH3:3])[CH3:1])[N:26]=[CH:25][N:24]=2)[CH:12]=[CH:13][C:14]=1[S:15][C:16]1[N:17]([CH3:21])[CH:18]=[CH:19][N:20]=1. The yield is 0.250. (4) The reactants are [CH3:1][O:2][C:3](=[O:32])[NH:4][CH:5]([C:9]([N:11]1[CH2:15][CH2:14][CH2:13][CH:12]1[C:16](=[O:31])[NH:17][C:18]1[CH:23]=[CH:22][C:21]([C:24]2[CH:29]=[CH:28][C:27](Br)=[CH:26][CH:25]=2)=[CH:20][CH:19]=1)=[O:10])[CH:6]([CH3:8])[CH3:7].[B:33]1([B:33]2[O:37][C:36]([CH3:39])([CH3:38])[C:35]([CH3:41])([CH3:40])[O:34]2)[O:37][C:36]([CH3:39])([CH3:38])[C:35]([CH3:41])([CH3:40])[O:34]1.C([O-])(=O)C.[K+]. The catalyst is O1CCOCC1.C(OCC)(=O)C.C1C=CC(P(C2C=CC=CC=2)[C-]2C=CC=C2)=CC=1.C1C=CC(P(C2C=CC=CC=2)[C-]2C=CC=C2)=CC=1.Cl[Pd]Cl.[Fe+2]. The product is [CH3:1][O:2][C:3](=[O:32])[NH:4][CH:5]([C:9]([N:11]1[CH2:15][CH2:14][CH2:13][CH:12]1[C:16](=[O:31])[NH:17][C:18]1[CH:23]=[CH:22][C:21]([C:24]2[CH:29]=[CH:28][C:27]([B:33]3[O:37][C:36]([CH3:39])([CH3:38])[C:35]([CH3:41])([CH3:40])[O:34]3)=[CH:26][CH:25]=2)=[CH:20][CH:19]=1)=[O:10])[CH:6]([CH3:8])[CH3:7]. The yield is 0.750. (5) The reactants are [Br:1][C:2]1[CH:3]=[C:4]2[C:9](=[CH:10][CH:11]=1)[N:8]=[C:7]([C:12]([OH:18])([CH3:17])[C:13]([F:16])([F:15])[F:14])[CH:6]=[CH:5]2.[H-].[Na+].[CH3:21][S:22](Cl)(=[O:24])=[O:23]. The product is [CH3:21][S:22]([O:18][C:12]([C:7]1[CH:6]=[CH:5][C:4]2[C:9](=[CH:10][CH:11]=[C:2]([Br:1])[CH:3]=2)[N:8]=1)([CH3:17])[C:13]([F:15])([F:14])[F:16])(=[O:24])=[O:23]. The catalyst is C1COCC1. The yield is 0.840.